This data is from Full USPTO retrosynthesis dataset with 1.9M reactions from patents (1976-2016). The task is: Predict the reactants needed to synthesize the given product. Given the product [CH2:1]([O:8][C:9]([NH:11][CH2:12][CH2:13][CH2:14][C@@H:15]([C:24]([NH:26][C@H:27]1[CH2:31][CH2:30][CH2:29][C@H:28]1[C:32]([O:34][CH2:35][C:36]1[CH:41]=[CH:40][C:39]([O:42][CH3:43])=[CH:38][CH:37]=1)=[O:33])=[O:25])[NH2:16])=[O:10])[C:2]1[CH:3]=[CH:4][CH:5]=[CH:6][CH:7]=1, predict the reactants needed to synthesize it. The reactants are: [CH2:1]([O:8][C:9]([NH:11][CH2:12][CH2:13][CH2:14][C@@H:15]([C:24]([NH:26][C@H:27]1[CH2:31][CH2:30][CH2:29][C@H:28]1[C:32]([O:34][CH2:35][C:36]1[CH:41]=[CH:40][C:39]([O:42][CH3:43])=[CH:38][CH:37]=1)=[O:33])=[O:25])[NH:16]C(OC(C)(C)C)=O)=[O:10])[C:2]1[CH:7]=[CH:6][CH:5]=[CH:4][CH:3]=1.O.C1(C)C=CC(S(O)(=O)=O)=CC=1.